From a dataset of Reaction yield outcomes from USPTO patents with 853,638 reactions. Predict the reaction yield, written as a fraction of the theoretical maximum amount of product (1.0 means a 100% yield; for example, 0.34 means a 34% yield). (1) The reactants are [OH:1][C:2]1[CH:3]=[C:4]([CH:8]=[CH:9][C:10]=1[O:11][CH3:12])[C:5]([OH:7])=O.[CH2:13]1[C@H:22]2[C@H:17]([CH2:18][CH2:19][C:20]3[CH:26]=[CH:25][CH:24]=[CH:23][C:21]=32)[NH:16][CH2:15][CH2:14]1.F[P-](F)(F)(F)(F)F.N1(OC(N(C)C)=[N+](C)C)C2N=CC=CC=2N=N1. No catalyst specified. The product is [CH2:13]1[C@H:22]2[C@H:17]([CH2:18][CH2:19][C:20]3[CH:26]=[CH:25][CH:24]=[CH:23][C:21]=32)[N:16]([C:5]([C:4]2[CH:8]=[CH:9][C:10]([O:11][CH3:12])=[C:2]([OH:1])[CH:3]=2)=[O:7])[CH2:15][CH2:14]1. The yield is 0.420. (2) The reactants are [N+:1]([C:4]1[CH:5]=[C:6]([OH:14])[CH:7]=[C:8]([C:10]([F:13])([F:12])[F:11])[CH:9]=1)([O-:3])=[O:2].Br[CH2:16][CH2:17][O:18][CH3:19]. No catalyst specified. The product is [CH3:19][O:18][CH2:17][CH2:16][O:14][C:6]1[CH:7]=[C:8]([C:10]([F:11])([F:12])[F:13])[CH:9]=[C:4]([N+:1]([O-:3])=[O:2])[CH:5]=1. The yield is 0.460. (3) The reactants are C([O-])([O-])=O.[Cs+].[Cs+].[F:7][C:8]([F:24])([F:23])[CH:9]([C:11]1[CH:16]=[CH:15][CH:14]=[CH:13][C:12]=1[C:17]1[CH:18]=[N:19][CH:20]=[N:21][CH:22]=1)[OH:10].[NH2:25][C:26]1[N:31]=[C:30](Cl)[CH:29]=[C:28]([Cl:33])[N:27]=1.O. The catalyst is C1COCC1.C(OCC)(=O)C. The product is [Cl:33][C:28]1[CH:29]=[C:30]([O:10][CH:9]([C:11]2[CH:16]=[CH:15][CH:14]=[CH:13][C:12]=2[C:17]2[CH:22]=[N:21][CH:20]=[N:19][CH:18]=2)[C:8]([F:7])([F:23])[F:24])[N:31]=[C:26]([NH2:25])[N:27]=1. The yield is 0.920. (4) The reactants are [CH2:1]([O:8][C:9]1[C:10]([Cl:28])=[C:11]([CH:16](OC)[C:17]2[C:25]3[C:20](=[N:21][CH:22]=[CH:23][CH:24]=3)[NH:19][CH:18]=2)[C:12]([F:15])=[CH:13][CH:14]=1)[C:2]1[CH:7]=[CH:6][CH:5]=[CH:4][CH:3]=1.FC(F)(F)C(O)=O.C([SiH](CC)CC)C. The catalyst is C(#N)C. The product is [CH2:1]([O:8][C:9]1[C:10]([Cl:28])=[C:11]([C:12]([F:15])=[CH:13][CH:14]=1)[CH2:16][C:17]1[C:25]2[C:20](=[N:21][CH:22]=[CH:23][CH:24]=2)[NH:19][CH:18]=1)[C:2]1[CH:3]=[CH:4][CH:5]=[CH:6][CH:7]=1. The yield is 0.700. (5) The reactants are [CH2:1]([O:3][C:4]1[CH:5]=[C:6]([CH2:15][OH:16])[CH:7]=[C:8]([O:12][CH2:13][CH3:14])[C:9]=1[O:10][CH3:11])[CH3:2]. The catalyst is C1COCC1.O=[Mn]=O. The product is [CH2:13]([O:12][C:8]1[CH:7]=[C:6]([CH:5]=[C:4]([O:3][CH2:1][CH3:2])[C:9]=1[O:10][CH3:11])[CH:15]=[O:16])[CH3:14]. The yield is 0.480. (6) The reactants are [C:1]([N:9]1[CH2:14][CH2:13][N:12]([C:15](=[O:26])[C:16]([C:18]2[CH:23]=[CH:22][C:21](Br)=[CH:20][C:19]=2[CH3:25])=[O:17])[C@H:11]([CH3:27])[CH2:10]1)(=[O:8])[C:2]1[CH:7]=[CH:6][CH:5]=[CH:4][CH:3]=1.[NH:28]1[CH:32]=[CH:31][CH:30]=[N:29]1.C(Cl)(Cl)Cl.CO. The catalyst is CCOC(C)=O.CCCCCC. The product is [C:1]([N:9]1[CH2:14][CH2:13][N:12]([C:15](=[O:26])[C:16]([C:18]2[CH:23]=[CH:22][C:21]([N:28]3[CH:32]=[CH:31][CH:30]=[N:29]3)=[CH:20][C:19]=2[CH3:25])=[O:17])[C@H:11]([CH3:27])[CH2:10]1)(=[O:8])[C:2]1[CH:7]=[CH:6][CH:5]=[CH:4][CH:3]=1. The yield is 0.220. (7) The reactants are [C:1](Cl)(=[O:5])[O:2][CH2:3][Cl:4].[O:7]1[CH2:12][CH2:11][CH:10]([OH:13])[CH2:9][CH2:8]1. The catalyst is C(Cl)Cl.CN(C1C=CN=CC=1)C.O. The product is [C:1](=[O:5])([O:13][CH:10]1[CH2:11][CH2:12][O:7][CH2:8][CH2:9]1)[O:2][CH2:3][Cl:4]. The yield is 0.292.